This data is from Forward reaction prediction with 1.9M reactions from USPTO patents (1976-2016). The task is: Predict the product of the given reaction. (1) Given the reactants [CH2:1]([O:3][C:4](=[O:32])[CH2:5][O:6][C:7]1[CH:12]=[CH:11][C:10]([S:13][C:14]2[CH:19]=[C:18]([O:20][CH2:21][CH2:22][CH2:23][N:24]3[CH2:29][CH2:28][O:27][CH2:26][CH2:25]3)[CH:17]=[C:16](Br)[CH:15]=2)=[CH:9][C:8]=1[Cl:31])[CH3:2].[CH3:33][O:34][CH2:35][C:36]#[CH:37], predict the reaction product. The product is: [CH2:1]([O:3][C:4](=[O:32])[CH2:5][O:6][C:7]1[CH:12]=[CH:11][C:10]([S:13][C:14]2[CH:19]=[C:18]([O:20][CH2:21][CH2:22][CH2:23][N:24]3[CH2:29][CH2:28][O:27][CH2:26][CH2:25]3)[CH:17]=[C:16]([C:37]#[C:36][CH2:35][O:34][CH3:33])[CH:15]=2)=[CH:9][C:8]=1[Cl:31])[CH3:2]. (2) Given the reactants [CH:1]12[NH:8][CH:5]([CH2:6][CH2:7]1)[CH2:4][C:3](=[C:9]([C:21]1[CH:26]=[CH:25][CH:24]=[CH:23][CH:22]=1)[C:10]1[CH:20]=[CH:19][C:13]([C:14]([NH:16][CH2:17][CH3:18])=[O:15])=[CH:12][CH:11]=1)[CH2:2]2.Cl[CH2:28][CH2:29][N:30]1[CH2:35][CH2:34][N:33]([C:36]([O:38][CH3:39])=[O:37])[CH2:32][CH2:31]1.C(=O)([O-])[O-].[K+].[K+], predict the reaction product. The product is: [CH3:39][O:38][C:36]([N:33]1[CH2:34][CH2:35][N:30]([CH2:29][CH2:28][N:8]2[CH:5]3[CH2:6][CH2:7][CH:1]2[CH2:2][C:3](=[C:9]([C:10]2[CH:11]=[CH:12][C:13]([C:14](=[O:15])[NH:16][CH2:17][CH3:18])=[CH:19][CH:20]=2)[C:21]2[CH:22]=[CH:23][CH:24]=[CH:25][CH:26]=2)[CH2:4]3)[CH2:31][CH2:32]1)=[O:37]. (3) Given the reactants [CH3:1][O:2][C:3](=[O:17])[C:4]1[CH:9]=[C:8]([NH:10][CH3:11])[C:7]([C:12]([F:15])([F:14])[F:13])=[CH:6][C:5]=1[NH2:16].[C:18](Cl)(=[O:20])[CH3:19], predict the reaction product. The product is: [CH3:1][O:2][C:3](=[O:17])[C:4]1[CH:9]=[C:8]([N:10]([C:18](=[O:20])[CH3:19])[CH3:11])[C:7]([C:12]([F:14])([F:13])[F:15])=[CH:6][C:5]=1[NH2:16]. (4) Given the reactants [CH2:1]([C@@H:8]([CH2:12][CH2:13][C@H:14]([CH2:34][C:35]1[CH:40]=[CH:39][CH:38]=[CH:37][CH:36]=1)[C:15]([NH:17][C@H:18]1[CH2:24][CH2:23][S:22][C@H:21]2[CH2:25][CH2:26][CH2:27][C@@H:28]([C:29]([O:31][CH3:32])=[O:30])[N:20]2[C:19]1=[O:33])=[O:16])[C:9](O)=[O:10])[C:2]1[CH:7]=[CH:6][CH:5]=[CH:4][CH:3]=1.[CH2:41]([N:45]1[CH2:51][CH2:50][CH2:49][CH2:48][C@H:47]([NH:52]C(=O)OC(C)(C)C)[C:46]1=[O:60])[CH:42]([CH3:44])[CH3:43], predict the reaction product. The product is: [CH2:34]([C@H:14]([CH2:13][CH2:12][C@@H:8]([CH2:1][C:2]1[CH:3]=[CH:4][CH:5]=[CH:6][CH:7]=1)[C:9]([NH:52][C@H:47]1[CH2:48][CH2:49][CH2:50][CH2:51][N:45]([CH2:41][CH:42]([CH3:43])[CH3:44])[C:46]1=[O:60])=[O:10])[C:15]([NH:17][C@H:18]1[CH2:24][CH2:23][S:22][CH:21]2[CH2:25][CH2:26][CH2:27][C@@H:28]([C:29]([O:31][CH3:32])=[O:30])[N:20]2[C:19]1=[O:33])=[O:16])[C:35]1[CH:40]=[CH:39][CH:38]=[CH:37][CH:36]=1. (5) Given the reactants [S:1]1[CH:5]=[CH:4][CH:3]=[C:2]1[CH2:6][CH2:7][CH2:8][C:9]([OH:11])=O.C(Cl)(=O)C(Cl)=O.Cl.[OH:19][CH:20]([C:34]1[C:43]2[C:38](=[CH:39][CH:40]=[CH:41][CH:42]=2)[CH:37]=[CH:36][CH:35]=1)[CH:21]([NH2:33])[CH2:22][C:23]1[CH:28]=[CH:27][C:26]([C:29]([F:32])([F:31])[F:30])=[CH:25][CH:24]=1.C(=O)([O-])O.[Na+], predict the reaction product. The product is: [OH:19][CH:20]([C:34]1[C:43]2[C:38](=[CH:39][CH:40]=[CH:41][CH:42]=2)[CH:37]=[CH:36][CH:35]=1)[CH:21]([NH:33][C:9](=[O:11])[CH2:8][CH2:7][CH2:6][C:2]1[S:1][CH:5]=[CH:4][CH:3]=1)[CH2:22][C:23]1[CH:28]=[CH:27][C:26]([C:29]([F:30])([F:31])[F:32])=[CH:25][CH:24]=1.